The task is: Binary Classification. Given a miRNA mature sequence and a target amino acid sequence, predict their likelihood of interaction.. This data is from Experimentally validated miRNA-target interactions with 360,000+ pairs, plus equal number of negative samples. (1) The miRNA is mmu-miR-6951-5p with sequence UUGUAUUUGUGUGAUUAAAGU. The protein sequence of the target gene is MDGKRRPGPGPGVPPKRARGGLWDDDDAPRPSQFEEDLALMEEMEAEHRLQEQEEEELQSVLEGVADGQVPPSAIDPRWLRPTPPALDPQTEPLIFQQLEIDHYVGPAQPVPGGPPPSRGSVPVLRAFGVTDEGFSVCCHIHGFAPYFYTPAPPGFGPEHMGDLQRELNLAISRDSRGGRELTGPAVLAVELCSRESMFGYHGHGPSPFLRITVALPRLVAPARRLLEQGIRVAGLGTPSFAPYEANVDFEIRFMVDTDIVGCNWLELPAGKYALRLKEKATQCQLEADVLWSDVVSHPP.... Result: 0 (no interaction). (2) The miRNA is gga-miR-199-5p with sequence CCCAGUGUUCAGACUACCUGUUC. The protein sequence of the target gene is MPSLLVLTFSPCVLLGWALLAGGTGGGGVGGGGGGAGIGGGRQEREALPPQKIEVLVLLPQDDSYLFSLTRVRPAIEYALRSVEGNGTGRRLLPPGTRFQVAYEDSDCGNRALFSLVDRVAAARGAKPDLILGPVCEYAAAPVARLASHWDLPMLSAGALAAGFQHKDSEYSHLTRVAPAYAKMGEMMLALFRHHHWSRAALVYSDDKLERNCYFTLEGVHEVFQEEGLHTSIYSFDETKDLDLEDIVRNIQASERVVIMCASSDTIRSIMLVAHRHGMTSGDYAFFNIELFNSSSYGDG.... Result: 0 (no interaction). (3) The miRNA is hsa-let-7a-2-3p with sequence CUGUACAGCCUCCUAGCUUUCC. The protein sequence of the target gene is MMFSGFNADYEASSSRCSSASPAGDSLSYYHSPADSFSSMGSPVNAQDYCTDLAVSSANFIPTVTAISTSPDLQWLVQPTLVSSVAPSQTRAPHPYGVPTPSAGAYSRAGVMKTMTGGRAQSIGRRGKVEQLSPEEEEKRRIRRERNKMAAAKCRNRRRELTDTLQAETDQLEDEKSALQTEIANLLKEKEKLEFILAAHRPACKIPDDLGFPEEMSVASLDLSGGLPEAATPESEEAFTLPLLNDPEPKPSVEPVKSVGSMELKAEPFDDYMFPASSRPSGSETARSVPDMDLSGSFYA.... Result: 0 (no interaction).